From a dataset of Reaction yield outcomes from USPTO patents with 853,638 reactions. Predict the reaction yield, written as a fraction of the theoretical maximum amount of product (1.0 means a 100% yield; for example, 0.34 means a 34% yield). (1) The reactants are [Cl:1][C:2]1[C:3]([F:12])=[CH:4][C:5]([N+:9]([O-:11])=[O:10])=[C:6]([CH:8]=1)[NH2:7].O[CH2:14][CH:15]([CH2:17]O)O.[Na+].[N+](C1C=C(S([O-])(=O)=O)C=CC=1)([O-])=O.OS(O)(=O)=O.O. No catalyst specified. The product is [Cl:1][C:2]1[C:3]([F:12])=[CH:4][C:5]([N+:9]([O-:11])=[O:10])=[C:6]2[C:8]=1[CH:14]=[CH:15][CH:17]=[N:7]2. The yield is 0.670. (2) The reactants are [NH2:1][C:2]1[CH:3]=[N:4][CH:5]=[CH:6][CH:7]=1.C(N(CC)CC)C.[Cl-].ClC1N(C)CC[NH+]1C.[CH3:24][O:25][C:26]1[C:27](=[O:50])[C:28]([CH3:49])=[C:29]([CH2:35][C:36]2[C:37]([O:45][C:46](=[O:48])[CH3:47])=[C:38]([CH:42]=[CH:43][CH:44]=2)[C:39](O)=[O:40])[C:30](=[O:34])[C:31]=1[O:32][CH3:33]. The catalyst is C(Cl)Cl. The product is [N:4]1[CH:5]=[CH:6][CH:7]=[C:2]([NH:1][C:39](=[O:40])[C:38]2[CH:42]=[CH:43][CH:44]=[C:36]([CH2:35][C:29]3[C:30](=[O:34])[C:31]([O:32][CH3:33])=[C:26]([O:25][CH3:24])[C:27](=[O:50])[C:28]=3[CH3:49])[C:37]=2[O:45][C:46](=[O:48])[CH3:47])[CH:3]=1. The yield is 0.410.